This data is from Catalyst prediction with 721,799 reactions and 888 catalyst types from USPTO. The task is: Predict which catalyst facilitates the given reaction. (1) Reactant: [N:1]([CH:4]1[CH2:10][CH2:9][N:8]([C:11]2[N:15]([CH3:16])[N:14]=[CH:13][C:12]=2[N+:17]([O-:19])=[O:18])[CH2:7][CH:6]([OH:20])[CH2:5]1)=[N+:2]=[N-:3].[H-].[Na+].I[CH3:24].O. Product: [N:1]([CH:4]1[CH2:10][CH2:9][N:8]([C:11]2[N:15]([CH3:16])[N:14]=[CH:13][C:12]=2[N+:17]([O-:19])=[O:18])[CH2:7][CH:6]([O:20][CH3:24])[CH2:5]1)=[N+:2]=[N-:3]. The catalyst class is: 3. (2) Reactant: [C:1](=[O:17])([O:5][C:6]1[CH:11]=[CH:10][C:9]([O:12][CH3:13])=[C:8]([N+:14]([O-])=O)[CH:7]=1)[O:2][CH2:3][CH3:4].C(O)(=O)C. Product: [C:1](=[O:17])([O:2][CH2:3][CH3:4])[O:5][C:6]1[CH:11]=[CH:10][C:9]([O:12][CH3:13])=[C:8]([NH2:14])[CH:7]=1. The catalyst class is: 99. (3) Reactant: [CH3:1][C:2]([CH3:11])([CH3:10])[CH2:3][C:4]1[CH:9]=[CH:8][CH:7]=[CH:6][CH:5]=1.Cl[Sn](Cl)(Cl)Cl.[CH3:17][O:18]C(Cl)Cl. Product: [CH3:1][C:2]([CH3:11])([CH3:10])[CH2:3][C:4]1[CH:9]=[CH:8][C:7]([CH:17]=[O:18])=[CH:6][CH:5]=1. The catalyst class is: 4.